From a dataset of Catalyst prediction with 721,799 reactions and 888 catalyst types from USPTO. Predict which catalyst facilitates the given reaction. (1) Reactant: [NH2:1][C:2]1[CH:10]=[C:9]([F:11])[CH:8]=[CH:7][C:3]=1[C:4](O)=[O:5].[O-:12][C:13]#[N:14].[Na+].[OH-].[Na+].Cl. Product: [F:11][C:9]1[CH:10]=[C:2]2[C:3]([C:4](=[O:5])[NH:14][C:13](=[O:12])[NH:1]2)=[CH:7][CH:8]=1. The catalyst class is: 211. (2) Reactant: Cl[C:2]1[CH:7]=[N:6][CH:5]=[C:4]([Cl:8])[N:3]=1.[NH:9]1[CH2:14][CH2:13][S:12][CH2:11][CH2:10]1.C([O-])([O-])=O.[K+].[K+]. Product: [Cl:8][C:4]1[N:3]=[C:2]([N:9]2[CH2:14][CH2:13][S:12][CH2:11][CH2:10]2)[CH:7]=[N:6][CH:5]=1. The catalyst class is: 23. (3) Reactant: [Cl:1][C:2]1[CH:3]=[C:4]([CH:12]=[CH:13][C:14]=1[Cl:15])[C:5]([NH:7][NH:8][C:9](=[NH:11])[NH2:10])=O. Product: [Cl:1][C:2]1[CH:3]=[C:4]([C:5]2[N:10]=[C:9]([NH2:11])[NH:8][N:7]=2)[CH:12]=[CH:13][C:14]=1[Cl:15]. The catalyst class is: 6. (4) Reactant: Br[C:2]1[S:6][C:5]([CH2:7][N:8]([CH3:16])[C:9](=[O:15])[O:10][C:11]([CH3:14])([CH3:13])[CH3:12])=[CH:4][C:3]=1[C:17]1[CH:22]=[CH:21][CH:20]=[CH:19][CH:18]=1.[CH:23](=[O:30])[C:24]1[CH:29]=[CH:28][CH:27]=[CH:26][CH:25]=1.[Cl-].[NH4+]. Product: [OH:30][CH:23]([C:24]1[CH:29]=[CH:28][CH:27]=[CH:26][CH:25]=1)[C:2]1[S:6][C:5]([CH2:7][N:8]([CH3:16])[C:9](=[O:15])[O:10][C:11]([CH3:14])([CH3:13])[CH3:12])=[CH:4][C:3]=1[C:17]1[CH:22]=[CH:21][CH:20]=[CH:19][CH:18]=1. The catalyst class is: 7. (5) Reactant: [I-].[C:2]([CH2:4][P+](C)(C)C)#[N:3].[CH:9]1[NH:15][C:14]2[N:16]([C@@H:19]3[O:23][C@H:22]([CH2:24][OH:25])[C@@H:21]([OH:26])[C@H:20]3[OH:27])[CH:17]=[N:18][C:13]=2[C:11](=[S:12])[N:10]=1.CC[N:30]([CH:34](C)C)[CH:31]([CH3:33])C.CN(C=O)C.[C:42](#N)[CH2:43][CH3:44]. Product: [N:30]1[C:31]2[CH:33]=[CH:42][C:43]([CH2:44][S:12][C:11]3[N:10]=[CH:9][N:15]=[C:14]4[C:13]=3[N:18]=[CH:17][N:16]4[C@@H:19]3[O:23][C@H:22]([CH2:24][OH:25])[C@@H:21]([OH:26])[C@H:20]3[OH:27])=[CH:4][C:2]=2[NH:3][CH:34]=1. The catalyst class is: 6. (6) Reactant: [F:1][C:2]1[CH:23]=[CH:22][C:5]([CH2:6][N:7]2[CH2:12][CH2:11][CH2:10][CH:9](S(C3C=CC=CC=3)=O)[C:8]2=[O:21])=[CH:4][CH:3]=1.C([O-])([O-])=O.[Na+].[Na+]. Product: [F:1][C:2]1[CH:3]=[CH:4][C:5]([CH2:6][N:7]2[CH2:12][CH2:11][CH:10]=[CH:9][C:8]2=[O:21])=[CH:22][CH:23]=1. The catalyst class is: 11. (7) Reactant: [F:1][C:2]1[CH:7]=[CH:6][CH:5]=[C:4]([F:8])[C:3]=1[C:9]1[O:10][CH2:11][CH:12]([C:14]2[CH:19]=[CH:18][C:17](Br)=[CH:16][CH:15]=2)[N:13]=1.[CH2:21]([O:24][C:25]1[CH:30]=[CH:29][C:28]([Sn](C)(C)C)=[CH:27][N:26]=1)[CH2:22][CH3:23].[Cl-].[Li+]. Product: [F:1][C:2]1[CH:7]=[CH:6][CH:5]=[C:4]([F:8])[C:3]=1[C:9]1[O:10][CH2:11][CH:12]([C:14]2[CH:19]=[CH:18][C:17]([C:28]3[CH:29]=[CH:30][C:25]([O:24][CH2:21][CH2:22][CH3:23])=[N:26][CH:27]=3)=[CH:16][CH:15]=2)[N:13]=1. The catalyst class is: 77.